Dataset: Catalyst prediction with 721,799 reactions and 888 catalyst types from USPTO. Task: Predict which catalyst facilitates the given reaction. (1) Reactant: Cl[C:2]1[C:7]([F:8])=[CH:6][N:5]=[C:4]2[N:9]([S:22]([C:25]3[CH:30]=[CH:29][CH:28]=[CH:27][CH:26]=3)(=[O:24])=[O:23])[C:10]([C:12]3[CH2:21][CH2:20][C:15]4([O:19][CH2:18][CH2:17][O:16]4)[CH2:14][CH:13]=3)=[CH:11][C:3]=12.[F:31][C:32]1[CH:33]=[CH:34][C:35]([O:41][CH3:42])=[C:36](B(O)O)[CH:37]=1.P([O-])([O-])([O-])=O.[K+].[K+].[K+]. Product: [F:8][C:7]1[C:2]([C:34]2[CH:33]=[C:32]([F:31])[CH:37]=[CH:36][C:35]=2[O:41][CH3:42])=[C:3]2[CH:11]=[C:10]([C:12]3[CH2:21][CH2:20][C:15]4([O:19][CH2:18][CH2:17][O:16]4)[CH2:14][CH:13]=3)[N:9]([S:22]([C:25]3[CH:30]=[CH:29][CH:28]=[CH:27][CH:26]=3)(=[O:24])=[O:23])[C:4]2=[N:5][CH:6]=1. The catalyst class is: 253. (2) Reactant: [NH:1]1[C:9]2[C:4](=[CH:5][C:6]([O:10][C:11]3[C:20]4[C:15](=[CH:16][C:17]([O:23][CH2:24][CH2:25][CH2:26][N:27]5[CH2:32][CH2:31][NH:30][CH2:29][CH2:28]5)=[C:18]([O:21][CH3:22])[CH:19]=4)[N:14]=[CH:13][N:12]=3)=[CH:7][N:8]=2)[CH:3]=[CH:2]1.ClC(Cl)(Cl)[C:35]([N:37]=C=O)=[O:36]. Product: [NH:1]1[C:9]2[C:4](=[CH:5][C:6]([O:10][C:11]3[C:20]4[C:15](=[CH:16][C:17]([O:23][CH2:24][CH2:25][CH2:26][N:27]5[CH2:32][CH2:31][N:30]([C:35](=[O:36])[NH2:37])[CH2:29][CH2:28]5)=[C:18]([O:21][CH3:22])[CH:19]=4)[N:14]=[CH:13][N:12]=3)=[CH:7][N:8]=2)[CH:3]=[CH:2]1. The catalyst class is: 17.